Task: Predict which catalyst facilitates the given reaction.. Dataset: Catalyst prediction with 721,799 reactions and 888 catalyst types from USPTO (1) Reactant: [C:1]([NH:5][C:6]1[C:15]2[C:14](=[O:16])[N:13]([CH2:17][CH2:18][OH:19])[CH:12]=[CH:11][C:10]=2[CH:9]=[C:8]([NH:20][C:21]2[N:26]=[CH:25][N:24]=[C:23]([O:27][CH:28]3[CH2:33][CH2:32][N:31](C(OC(C)(C)C)=O)[CH2:30][CH2:29]3)[CH:22]=2)[N:7]=1)([CH3:4])([CH3:3])[CH3:2].C(O)(C(F)(F)F)=O. Product: [C:1]([NH:5][C:6]1[N:7]=[C:8]([NH:20][C:21]2[CH:22]=[C:23]([O:27][CH:28]3[CH2:33][CH2:32][NH:31][CH2:30][CH2:29]3)[N:24]=[CH:25][N:26]=2)[CH:9]=[C:10]2[C:15]=1[C:14](=[O:16])[N:13]([CH2:17][CH2:18][OH:19])[CH:12]=[CH:11]2)([CH3:4])([CH3:2])[CH3:3]. The catalyst class is: 2. (2) Reactant: [C:1]([OH:7])(=[O:6])/[C:2](=[CH:4]\[CH3:5])/[CH3:3].C(N(C(C)C)CC)(C)C.[Cl:17][C:18]1[CH:26]=[C:25]([Cl:27])[CH:24]=[C:23]([Cl:28])[C:19]=1[C:20](Cl)=[O:21]. Product: [Cl:17][C:18]1[CH:26]=[C:25]([Cl:27])[CH:24]=[C:23]([Cl:28])[C:19]=1[C:20]([O:7][C:1](=[O:6])/[C:2](/[CH3:3])=[CH:4]\[CH3:5])=[O:21]. The catalyst class is: 4. (3) Reactant: [C:1]1([P:7]([C:16]2[CH:21]=[CH:20][CH:19]=[CH:18][CH:17]=2)[C:8]2[CH:15]=[CH:14][CH:13]=[CH:12][C:9]=2[CH:10]=O)[CH:6]=[CH:5][CH:4]=[CH:3][CH:2]=1.[C@@H:22]1([NH2:29])[CH2:27][CH2:26][CH2:25][CH2:24][C@H:23]1[NH2:28]. Product: [C:1]1([P:7]([C:16]2[CH:21]=[CH:20][CH:19]=[CH:18][CH:17]=2)[C:8]2[CH:15]=[CH:14][CH:13]=[CH:12][C:9]=2[CH2:10][NH:28][C@@H:23]2[CH2:24][CH2:25][CH2:26][CH2:27][C@H:22]2[NH2:29])[CH:6]=[CH:5][CH:4]=[CH:3][CH:2]=1. The catalyst class is: 8. (4) Reactant: C[C:2]1[CH:7]=[CH:6][C:5](C)=[CH:4][C:3]=1[S:9][CH2:10][CH2:11][CH2:12][CH2:13][CH2:14][C:15]([OH:17])=[O:16].[CH3:18][O:19]C1C=C(S)C=CC=1.BrCCCCCC(OCC)=O.[OH-].[K+]. Product: [CH3:18][O:19][C:5]1[CH:4]=[C:3]([S:9][CH2:10][CH2:11][CH2:12][CH2:13][CH2:14][C:15]([OH:17])=[O:16])[CH:2]=[CH:7][CH:6]=1. The catalyst class is: 97. (5) Product: [F:11][C:2]([F:1])([F:10])[C:3]1[CH:8]=[CH:7][N:6]=[C:5]([NH:9][C:19](=[O:20])[O:21][C:22]2[CH:27]=[CH:26][CH:25]=[CH:24][CH:23]=2)[N:4]=1. Reactant: [F:1][C:2]([F:11])([F:10])[C:3]1[CH:8]=[CH:7][N:6]=[C:5]([NH2:9])[N:4]=1.C(=O)([O-])[O-].[K+].[K+].Cl[C:19]([O:21][C:22]1[CH:27]=[CH:26][CH:25]=[CH:24][CH:23]=1)=[O:20]. The catalyst class is: 7. (6) Reactant: [CH2:1]([O:5][C:6]1[CH:28]=[C:27]([O:29][CH2:30][CH:31]([CH3:33])[CH3:32])[CH:26]=[CH:25][C:7]=1[C:8]([C:10]1[CH:11]=[CH:12][C:13]([O:20][CH2:21][CH:22]([CH3:24])[CH3:23])=[C:14]([CH2:16][C:17]([OH:19])=[O:18])[CH:15]=1)=O)[CH:2]([CH3:4])[CH3:3].[H][H]. Product: [CH2:1]([O:5][C:6]1[CH:28]=[C:27]([O:29][CH2:30][CH:31]([CH3:33])[CH3:32])[CH:26]=[CH:25][C:7]=1[CH2:8][C:10]1[CH:11]=[CH:12][C:13]([O:20][CH2:21][CH:22]([CH3:24])[CH3:23])=[C:14]([CH2:16][C:17]([OH:19])=[O:18])[CH:15]=1)[CH:2]([CH3:4])[CH3:3]. The catalyst class is: 178. (7) Reactant: Br[CH2:2][C:3]1[C:8]([CH3:9])=[CH:7][CH:6]=[CH:5][C:4]=1[N:10]1[C:14](=[O:15])[N:13]([CH3:16])[N:12]=[N:11]1.[Br:17][C:18]1[CH:23]=[CH:22][C:21]([OH:24])=[CH:20][C:19]=1[CH2:25][CH3:26].C(=O)([O-])[O-].[K+].[K+].C(#N)C. Product: [Br:17][C:18]1[CH:23]=[CH:22][C:21]([O:24][CH2:2][C:3]2[C:8]([CH3:9])=[CH:7][CH:6]=[CH:5][C:4]=2[N:10]2[C:14](=[O:15])[N:13]([CH3:16])[N:12]=[N:11]2)=[CH:20][C:19]=1[CH2:25][CH3:26]. The catalyst class is: 6.